This data is from Reaction yield outcomes from USPTO patents with 853,638 reactions. The task is: Predict the reaction yield, written as a fraction of the theoretical maximum amount of product (1.0 means a 100% yield; for example, 0.34 means a 34% yield). (1) The catalyst is [Cl-].[Na+].O.C1(C)C=CC=CC=1.O1CCCC1. The reactants are [N+:1]([C:4]1[CH:5]=[CH:6][C:7]2[O:12][C@:11]([CH3:18])([CH:13]([O:16][CH3:17])[O:14][CH3:15])[C@@H:10]([OH:19])[C@H:9]([N:20]([C:28]3[CH:33]=[CH:32][C:31]([Cl:34])=[CH:30][CH:29]=3)[CH2:21][C:22]3[N:23]=[N:24][N:25]([CH3:27])[N:26]=3)[C:8]=2[CH:35]=1)([O-:3])=[O:2].C1(P(C2C=CC=CC=2)C2C=CC=CC=2)C=CC=CC=1.[N+](C1C=CC(C(O)=O)=CC=1)([O-])=O.CC(C[AlH]CC(C)C)C. The product is [N+:1]([C:4]1[CH:5]=[CH:6][C:7]2[O:12][C@:11]([CH3:18])([CH:13]([O:16][CH3:17])[O:14][CH3:15])[C@H:10]([OH:19])[C@H:9]([N:20]([C:28]3[CH:29]=[CH:30][C:31]([Cl:34])=[CH:32][CH:33]=3)[CH2:21][C:22]3[N:23]=[N:24][N:25]([CH3:27])[N:26]=3)[C:8]=2[CH:35]=1)([O-:3])=[O:2]. The yield is 0.190. (2) The reactants are Cl[C:2]1[N:7]=[N:6][CH:5]=[C:4]([C:8]2[S:12][C:11]([C:13]([O:15][CH3:16])=[O:14])=[CH:10][CH:9]=2)[CH:3]=1.N#N.[CH2:19]([Zn]CC)[CH3:20]. The catalyst is C1COCC1.O.C1C=CC(P(C2C=CC=CC=2)[C-]2C=CC=C2)=CC=1.C1C=CC(P(C2C=CC=CC=2)[C-]2C=CC=C2)=CC=1.Cl[Pd]Cl.[Fe+2]. The product is [CH2:19]([C:2]1[N:7]=[N:6][CH:5]=[C:4]([C:8]2[S:12][C:11]([C:13]([O:15][CH3:16])=[O:14])=[CH:10][CH:9]=2)[CH:3]=1)[CH3:20]. The yield is 0.510. (3) The reactants are [C:1]([C:4]1[CH:34]=[CH:33][C:7]2[NH:8][C:9]([C:11]3[CH:12]=[C:13]([CH2:29][C:30](O)=[O:31])[CH:14]=[C:15]([C:18]4[CH:23]=[C:22]([S:24](=[O:27])(=[O:26])[NH2:25])[CH:21]=[CH:20][C:19]=4[OH:28])[C:16]=3[OH:17])=[N:10][C:6]=2[CH:5]=1)(=[NH:3])[NH2:2].F[P-](F)(F)(F)(F)F.N1(OC(N(C)C)=[N+](C)C)C2N=CC=CC=2N=N1.CC1C(C)=C(C)C=CN=1.[NH2:68][CH2:69][CH2:70][N:71]1[CH2:76][CH2:75][O:74][CH2:73][CH2:72]1.Cl.C(#N)C. The catalyst is CN(C)C=O. The product is [C:1]([C:4]1[CH:34]=[CH:33][C:7]2[NH:8][C:9]([C:11]3[CH:12]=[C:13]([CH2:29][C:30]([NH:68][CH2:69][CH2:70][N:71]4[CH2:76][CH2:75][O:74][CH2:73][CH2:72]4)=[O:31])[CH:14]=[C:15]([C:18]4[CH:23]=[C:22]([S:24](=[O:27])(=[O:26])[NH2:25])[CH:21]=[CH:20][C:19]=4[OH:28])[C:16]=3[OH:17])=[N:10][C:6]=2[CH:5]=1)(=[NH:3])[NH2:2]. The yield is 0.530. (4) The reactants are C[N:2]1[C:6]([CH3:7])=[CH:5][C:4]([NH:8][C:9]2[C:10](=[O:25])[N:11]([CH3:24])[CH:12]=[C:13](B3OC(C)(C)C(C)(C)O3)[CH:14]=2)=[N:3]1.[C:26]([O:29][CH2:30][C:31]1[C:32]([N:40]2[CH2:51][CH2:50][N:49]3[C:42](=[CH:43][C:44]4[CH2:45][C:46]([CH3:53])([CH3:52])[CH2:47][C:48]=43)[C:41]2=[O:54])=[N:33][CH:34]=[CH:35][C:36]=1B(O)O)(=[O:28])[CH3:27].[O-]P([O-])([O-])=O.[K+].[K+].[K+].C([O-])(=O)C.[Na+]. The catalyst is C1C=CC(P(C2C=CC=CC=2)[C-]2C=CC=C2)=CC=1.C1C=CC(P(C2C=CC=CC=2)[C-]2C=CC=C2)=CC=1.Cl[Pd]Cl.[Fe+2].O.C(#N)C. The product is [C:26]([O:29][CH2:30][C:31]1[C:32]([N:40]2[CH2:51][CH2:50][N:49]3[C:42](=[CH:43][C:44]4[CH2:45][C:46]([CH3:53])([CH3:52])[CH2:47][C:48]=43)[C:41]2=[O:54])=[N:33][CH:34]=[CH:35][C:36]=1[C:13]1[CH:14]=[C:9]([NH:8][C:4]2[CH:5]=[C:6]([CH3:7])[NH:2][N:3]=2)[C:10](=[O:25])[N:11]([CH3:24])[CH:12]=1)(=[O:28])[CH3:27]. The yield is 0.380. (5) The reactants are [CH3:1][C:2]1[C:14]([CH:15]([CH2:21][CH2:22][CH3:23])[C:16]([O:18]CC)=[O:17])=[C:13]([C:24]2[CH:29]=[CH:28][C:27]([CH3:30])=[CH:26][CH:25]=2)[C:12]2[C:11]3[CH2:10][CH2:9][N:8]([CH3:31])[CH2:7][C:6]=3[S:5][C:4]=2[N:3]=1.[OH-].[Na+]. The catalyst is CO.C(O)C. The product is [CH3:1][C:2]1[C:14]([CH:15]([CH2:21][CH2:22][CH3:23])[C:16]([OH:18])=[O:17])=[C:13]([C:24]2[CH:29]=[CH:28][C:27]([CH3:30])=[CH:26][CH:25]=2)[C:12]2[C:11]3[CH2:10][CH2:9][N:8]([CH3:31])[CH2:7][C:6]=3[S:5][C:4]=2[N:3]=1. The yield is 0.0580. (6) The reactants are [O:1]=[S:2]1(=[O:29])[C:8]2[CH:9]=[C:10]([OH:14])[C:11]([Br:13])=[CH:12][C:7]=2[N:6]([C:15]2[CH:20]=[CH:19][CH:18]=[CH:17][CH:16]=2)[CH2:5][C:4]([CH2:25][CH2:26][CH2:27][CH3:28])([CH2:21][CH2:22][CH2:23][CH3:24])[CH2:3]1.Br[CH2:31][C:32]([O:34][CH2:35][CH3:36])=[O:33].C(=O)([O-])[O-].[Na+].[Na+]. The catalyst is [Br-].C([N+](CCCC)(CCCC)CCCC)CCC.CC#N. The product is [O:29]=[S:2]1(=[O:1])[C:8]2[CH:9]=[C:10]([O:14][CH2:31][C:32]([O:34][CH2:35][CH3:36])=[O:33])[C:11]([Br:13])=[CH:12][C:7]=2[N:6]([C:15]2[CH:20]=[CH:19][CH:18]=[CH:17][CH:16]=2)[CH2:5][C:4]([CH2:25][CH2:26][CH2:27][CH3:28])([CH2:21][CH2:22][CH2:23][CH3:24])[CH2:3]1. The yield is 0.930.